From a dataset of Forward reaction prediction with 1.9M reactions from USPTO patents (1976-2016). Predict the product of the given reaction. (1) Given the reactants Br[C:2]1[C:15]2[C:16]3=[C:17]4[C:12](=[CH:13][CH:14]=2)[CH:11]=[CH:10][C:9]([C:18]2[CH:23]=[CH:22][C:21]([Cl:24])=[CH:20][CH:19]=2)=[C:8]4[CH:7]=[CH:6][C:5]3=[CH:4][CH:3]=1.[CH3:25][C:26]1[CH:31]=[CH:30][C:29](B(O)O)=[CH:28][CH:27]=1.P([O-])([O-])([O-])=O.[K+].[K+].[K+].CN(C)C=O, predict the reaction product. The product is: [CH3:25][C:26]1[CH:31]=[CH:30][C:29]([C:2]2[C:15]3[C:16]4=[C:17]5[C:12](=[CH:13][CH:14]=3)[CH:11]=[CH:10][C:9]([C:18]3[CH:23]=[CH:22][C:21]([Cl:24])=[CH:20][CH:19]=3)=[C:8]5[CH:7]=[CH:6][C:5]4=[CH:4][CH:3]=2)=[CH:28][CH:27]=1. (2) Given the reactants [NH2:1][C:2]1[C:11]2[C:6](=[CH:7][CH:8]=[C:9]([NH:12][C:13](=O)[CH2:14][CH2:15][C:16]3[CH:21]=[CH:20][C:19]([C:22]([F:25])([F:24])[F:23])=[CH:18][CH:17]=3)[CH:10]=2)[N:5]=[C:4]([CH2:27][CH2:28][CH3:29])[CH:3]=1.[H-].[Al+3].[Li+].[H-].[H-].[H-], predict the reaction product. The product is: [CH2:27]([C:4]1[CH:3]=[C:2]([NH2:1])[C:11]2[C:6](=[CH:7][CH:8]=[C:9]([NH:12][CH2:13][CH2:14][CH2:15][C:16]3[CH:17]=[CH:18][C:19]([C:22]([F:25])([F:23])[F:24])=[CH:20][CH:21]=3)[CH:10]=2)[N:5]=1)[CH2:28][CH3:29]. (3) Given the reactants Br.[NH2:2][C:3]1[C:4]([OH:17])=[C:5]([C:9]2[O:13][C:12]([C:14]([OH:16])=[O:15])=[CH:11][CH:10]=2)[CH:6]=[CH:7][CH:8]=1.[N:18]([O-])=O.[Na+].[CH3:22][C:23]1([CH3:39])[CH2:31][C:30]2[C:25](=[CH:26][CH:27]=[C:28]([N:32]3[C:36](=[O:37])[CH2:35][C:34]([CH3:38])=[N:33]3)[CH:29]=2)[CH2:24]1.C(=O)(O)[O-].[Na+], predict the reaction product. The product is: [CH3:22][C:23]1([CH3:39])[CH2:31][C:30]2[C:25](=[CH:26][CH:27]=[C:28]([N:32]3[C:36](=[O:37])[C:35](=[N:18][NH:2][C:3]4[C:4]([OH:17])=[C:5]([C:9]5[O:13][C:12]([C:14]([OH:16])=[O:15])=[CH:11][CH:10]=5)[CH:6]=[CH:7][CH:8]=4)[C:34]([CH3:38])=[N:33]3)[CH:29]=2)[CH2:24]1. (4) Given the reactants [CH3:1][O:2][C:3]1[CH:4]=[C:5]2[O:9][C:8]([C:10]3[N:11]=[C:12]4[N:16]([CH:17]=3)[N:15]=[C:14]([O:18][CH3:19])[S:13]4)=[CH:7][C:6]2=[C:20]([OH:22])[CH:21]=1.[Br:23][C:24]1[CH:29]=[CH:28][C:27]([N:30]([C:38]2[S:39][CH:40]=[C:41]([CH2:43]O)[N:42]=2)[C:31](=[O:37])[O:32][C:33]([CH3:36])([CH3:35])[CH3:34])=[C:26]([CH3:45])[CH:25]=1.C(P(CCCC)CCCC)CCC.N(C(N1CCCCC1)=O)=NC(N1CCCCC1)=O, predict the reaction product. The product is: [Br:23][C:24]1[CH:29]=[CH:28][C:27]([N:30]([C:38]2[S:39][CH:40]=[C:41]([CH2:43][O:22][C:20]3[C:6]4[CH:7]=[C:8]([C:10]5[N:11]=[C:12]6[N:16]([CH:17]=5)[N:15]=[C:14]([O:18][CH3:19])[S:13]6)[O:9][C:5]=4[CH:4]=[C:3]([O:2][CH3:1])[CH:21]=3)[N:42]=2)[C:31](=[O:37])[O:32][C:33]([CH3:35])([CH3:36])[CH3:34])=[C:26]([CH3:45])[CH:25]=1. (5) Given the reactants FC1C(O[C:9](=[O:24])[C:10]2[CH:15]=[CH:14][CH:13]=[CH:12][C:11]=2[NH:16][CH2:17][C:18]2[CH:23]=[CH:22][N:21]=[CH:20][CH:19]=2)=C(F)C(F)=C(F)C=1F.[CH2:29]([C:31]1[CH2:35][CH:34]([CH2:36][O:37][NH2:38])[O:33][N:32]=1)[CH3:30], predict the reaction product. The product is: [CH2:29]([C:31]1[CH2:35][CH:34]([CH2:36][O:37][NH:38][C:9](=[O:24])[C:10]2[CH:15]=[CH:14][CH:13]=[CH:12][C:11]=2[NH:16][CH2:17][C:18]2[CH:19]=[CH:20][N:21]=[CH:22][CH:23]=2)[O:33][N:32]=1)[CH3:30].